This data is from Full USPTO retrosynthesis dataset with 1.9M reactions from patents (1976-2016). The task is: Predict the reactants needed to synthesize the given product. (1) Given the product [F:17][C:2]([F:1])([CH3:14])[CH2:3][O:4][C:5]1[N:6]=[CH:7][C:8]([C:11]([OH:13])=[O:12])=[N:9][CH:10]=1, predict the reactants needed to synthesize it. The reactants are: [F:1][C:2]([F:17])([CH:14](F)F)[CH2:3][O:4][C:5]1[N:6]=[CH:7][C:8]([C:11]([OH:13])=[O:12])=[N:9][CH:10]=1.FC(F)(F)CCO.ClC1N=CC(C(OC(C)(C)C)=O)=NC=1. (2) Given the product [Cl:1][C:2]1[CH:3]=[CH:4][C:5]([C:8]2([O:34][CH3:37])[CH2:9][CH2:10][N:11]([CH2:14][CH2:15][CH:16]=[C:17]3[C:23]4[CH:24]=[CH:25][CH:26]=[CH:27][C:22]=4[CH2:21][O:20][C:19]4[CH:28]=[CH:29][CH:30]=[CH:31][C:18]3=4)[CH2:12][CH2:13]2)=[CH:6][CH:7]=1, predict the reactants needed to synthesize it. The reactants are: [Cl:1][C:2]1[CH:7]=[CH:6][C:5]([C:8]2([OH:34])[CH2:13][CH2:12][N:11]([CH2:14][CH2:15][CH:16]=[C:17]3[C:23]4[CH:24]=[CH:25][CH:26]=[CH:27][C:22]=4[CH2:21][O:20][C:19]4[CH:28]=[CH:29][C:30](OC)=[CH:31][C:18]3=4)[CH2:10][CH2:9]2)=[CH:4][CH:3]=1.[H-].[Na+].[CH3:37]I.O. (3) Given the product [CH2:11]([O:10][C:8]([N:4]1[CH2:5][C@H:6]([F:7])[C@H:2]([F:1])[C@H:3]1[C:18]([OH:32])=[O:19])=[O:9])[C:12]1[CH:13]=[CH:14][CH:15]=[CH:16][CH:17]=1, predict the reactants needed to synthesize it. The reactants are: [F:1][C@H:2]1[C@@H:6]([F:7])[CH2:5][N:4]([C:8]([O:10][CH2:11][C:12]2[CH:17]=[CH:16][CH:15]=[CH:14][CH:13]=2)=[O:9])[C@@H:3]1[CH2:18][OH:19].C(Cl)Cl.Cl.C(Cl)(Cl)(Cl)Cl.CC#N.[OH2:32]. (4) Given the product [CH:27]1([NH:32][C:50]([C:36]2[C:35]([CH2:34][OH:33])=[C:39]([C:40]3[CH:41]=[CH:42][C:43]([C:46]([F:49])([F:48])[F:47])=[CH:44][CH:45]=3)[O:38][N:37]=2)=[O:51])[CH2:31][CH2:30][CH2:29][CH2:28]1, predict the reactants needed to synthesize it. The reactants are: [O-]P1(OP([O-])(=O)OP([O-])(=O)OP([O-])(=O)O1)=O.[Na+].[Na+].[Na+].[Na+].CCOC(C)=O.[CH:27]1([NH2:32])[CH2:31][CH2:30][CH2:29][CH2:28]1.[OH:33][CH2:34][C:35]1[C:36]([C:50](O)=[O:51])=[N:37][O:38][C:39]=1[C:40]1[CH:45]=[CH:44][C:43]([C:46]([F:49])([F:48])[F:47])=[CH:42][CH:41]=1.C(N(CC)CC)C. (5) Given the product [CH:34]1([C:37]2[CH:38]=[CH:39][C:40]([CH2:43][C:44]([N:31]3[CH2:30][CH2:29][C:27]4([CH2:26][N:25]([CH:21]5[C:22]6[C:18](=[CH:17][C:16]([C:11]7[N:12]=[CH:13][CH:14]=[CH:15][N:10]=7)=[CH:24][CH:23]=6)[CH2:19][CH2:20]5)[CH2:28]4)[CH2:33][CH2:32]3)=[O:45])=[CH:41][CH:42]=2)[CH2:36][CH2:35]1, predict the reactants needed to synthesize it. The reactants are: C(N(CC)CC)C.Cl.Cl.[N:10]1[CH:15]=[CH:14][CH:13]=[N:12][C:11]=1[C:16]1[CH:17]=[C:18]2[C:22](=[CH:23][CH:24]=1)[CH:21]([N:25]1[CH2:28][C:27]3([CH2:33][CH2:32][NH:31][CH2:30][CH2:29]3)[CH2:26]1)[CH2:20][CH2:19]2.[CH:34]1([C:37]2[CH:42]=[CH:41][C:40]([CH2:43][C:44](O)=[O:45])=[CH:39][CH:38]=2)[CH2:36][CH2:35]1.CN(C(ON1N=NC2C=CC=NC1=2)=[N+](C)C)C.F[P-](F)(F)(F)(F)F. (6) Given the product [CH2:19]([O:17][C:16]1[CH:15]=[CH:14][C:11]([CH:12]=[O:13])=[CH:10][C:9]=1[OH:8])[CH3:20], predict the reactants needed to synthesize it. The reactants are: [H-].[Na+].CN(C=O)C.[OH:8][C:9]1[CH:10]=[C:11]([CH:14]=[CH:15][C:16]=1[OH:17])[CH:12]=[O:13].I[CH2:19][CH3:20]. (7) Given the product [NH4+:7].[PH2:1](=[O:3])[O:2][CH2:25][C@H:15]([F:14])[CH2:16][NH:17][C:18]([O:19][C:20]([CH3:23])([CH3:22])[CH3:21])=[O:24], predict the reactants needed to synthesize it. The reactants are: [PH2:1]([O-:3])=[O:2].[NH4+].C[Si](C)(C)[NH:7][Si](C)(C)C.[F:14][C@@H:15]([CH2:25]I)[CH2:16][NH:17][C:18](=[O:24])[O:19][C:20]([CH3:23])([CH3:22])[CH3:21].COC1C=CC2CC3N(C(CC4C=CC=CC=4)C=2C=1OC)CCC1C3=CC(OC)=C(OC)C=1.FC(C)CP(=O)O.[NH4+].[OH-].N. (8) Given the product [CH2:1]([O:2][C:3]([C:4]1[C:5]([N:13]2[CH2:14][CH2:15][CH:16]([C:19]([F:21])([F:20])[F:22])[CH2:17][CH2:18]2)=[CH:6][C:7]2[N:11]([CH3:12])[C:40]([NH:39][C:38]3[C:37]([Cl:42])=[CH:36][CH:35]=[C:26]([CH2:27][NH:28][C:29](=[O:34])[C:30]([CH3:33])([CH3:32])[CH3:31])[C:25]=3[Cl:24])=[N:10][C:8]=2[CH:9]=1)=[O:23])[CH3:43], predict the reactants needed to synthesize it. The reactants are: [CH3:1][O:2][C:3](=[O:23])[C:4]1[CH:9]=[C:8]([NH2:10])[C:7]([NH:11][CH3:12])=[CH:6][C:5]=1[N:13]1[CH2:18][CH2:17][CH:16]([C:19]([F:22])([F:21])[F:20])[CH2:15][CH2:14]1.[Cl:24][C:25]1[C:38]([N:39]=[C:40]=S)=[C:37]([Cl:42])[CH:36]=[CH:35][C:26]=1[CH2:27][NH:28][C:29](=[O:34])[C:30]([CH3:33])([CH3:32])[CH3:31].[CH3:43]C(C)N=C=NC(C)C. (9) Given the product [NH2:1][C:2]1[N:7]=[CH:6][N:5]=[C:4]2[N:8]([CH:17]([C:19]3[O:20][C:21](=[O:35])[C:22]4[C:27]([C:28]=3[C:29]3[CH:34]=[CH:33][CH:32]=[CH:31][CH:30]=3)=[CH:26][CH:25]=[CH:24][CH:23]=4)[CH3:18])[N:9]=[C:10]([C:51]3[CH:52]=[C:47]([NH:46][S:43]([C:40]4[CH:41]=[CH:42][C:37]([F:36])=[CH:38][CH:39]=4)(=[O:45])=[O:44])[CH:48]=[N:49][CH:50]=3)[C:3]=12, predict the reactants needed to synthesize it. The reactants are: [NH2:1][C:2]1[N:7]=[CH:6][N:5]=[C:4]2[N:8]([CH:17]([C:19]3[O:20][C:21](=[O:35])[C:22]4[C:27]([C:28]=3[C:29]3[CH:34]=[CH:33][CH:32]=[CH:31][CH:30]=3)=[CH:26][CH:25]=[CH:24][CH:23]=4)[CH3:18])[N:9]=[C:10](C3C=NC=CN=3)[C:3]=12.[F:36][C:37]1[CH:42]=[CH:41][C:40]([S:43]([NH:46][C:47]2[CH:48]=[N:49][CH:50]=[C:51]([Sn](C)(C)C)[CH:52]=2)(=[O:45])=[O:44])=[CH:39][CH:38]=1.NC1N=CN=C2N(C(C3OC(=O)C4C(C=3C3C=CC=CC=3)=CC=CC=4)C)N=C(I)C=12. (10) The reactants are: [Cl:1][C:2]1[CH:3]=[C:4]([CH:28]=[CH:29][C:30]=1[Cl:31])[O:5][CH:6]1[CH2:11][CH2:10][N:9]([CH2:12][C@@:13]([OH:27])([CH3:26])[CH2:14][N:15]2C(=O)C3C(=CC=CC=3)C2=O)[CH2:8][CH2:7]1.CN. Given the product [NH2:15][CH2:14][C@@:13]([CH3:26])([OH:27])[CH2:12][N:9]1[CH2:10][CH2:11][CH:6]([O:5][C:4]2[CH:28]=[CH:29][C:30]([Cl:31])=[C:2]([Cl:1])[CH:3]=2)[CH2:7][CH2:8]1, predict the reactants needed to synthesize it.